This data is from Catalyst prediction with 721,799 reactions and 888 catalyst types from USPTO. The task is: Predict which catalyst facilitates the given reaction. (1) Reactant: [Cl:1][C:2]1[C:3]([F:42])=[C:4]([C@@H:8]2[C@:12]([C:15]3[CH:20]=[CH:19][C:18]([Cl:21])=[CH:17][C:16]=3[F:22])([C:13]#[N:14])[C@H:11]([CH2:23][C:24]([CH3:27])([CH3:26])[CH3:25])[NH:10][C@H:9]2[C:28]([NH:30][C:31]2[CH:39]=[CH:38][C:34]([C:35]([OH:37])=[O:36])=[CH:33][C:32]=2[O:40][CH3:41])=[O:29])[CH:5]=[CH:6][CH:7]=1.C(=O)([O-])[O-].[Cs+].[Cs+].[P:49]([O:61][CH2:62]Cl)([O:56][C:57]([CH3:60])([CH3:59])[CH3:58])([O:51][C:52]([CH3:55])([CH3:54])[CH3:53])=[O:50]. Product: [C:52]([O:51][P:49]([O:56][C:57]([CH3:60])([CH3:59])[CH3:58])([O:61][CH2:62][O:36][C:35](=[O:37])[C:34]1[CH:38]=[CH:39][C:31]([NH:30][C:28]([C@H:9]2[C@H:8]([C:4]3[CH:5]=[CH:6][CH:7]=[C:2]([Cl:1])[C:3]=3[F:42])[C@:12]([C:15]3[CH:20]=[CH:19][C:18]([Cl:21])=[CH:17][C:16]=3[F:22])([C:13]#[N:14])[C@H:11]([CH2:23][C:24]([CH3:26])([CH3:27])[CH3:25])[NH:10]2)=[O:29])=[C:32]([O:40][CH3:41])[CH:33]=1)=[O:50])([CH3:55])([CH3:54])[CH3:53]. The catalyst class is: 9. (2) Reactant: Cl[C:2]1[CH:3]=[C:4]([F:25])[C:5]2[N:6]([C:8]([CH2:11][O:12][C:13]3[C:22]4[C:17](=[CH:18][C:19]([O:23][CH3:24])=[CH:20][CH:21]=4)[N:16]=[CH:15][CH:14]=3)=[N:9][N:10]=2)[CH:7]=1.CC(C1C=C(C(C)C)C(C2C=CC=CC=2P(C2CCCCC2)C2CCCCC2)=C(C(C)C)C=1)C.[CH3:60][C:61]1[CH:65]=[C:64]([Sn](C)(C)C)[S:63][N:62]=1. Product: [F:25][C:4]1[C:5]2[N:6]([C:8]([CH2:11][O:12][C:13]3[C:22]4[C:17](=[CH:18][C:19]([O:23][CH3:24])=[CH:20][CH:21]=4)[N:16]=[CH:15][CH:14]=3)=[N:9][N:10]=2)[CH:7]=[C:2]([C:64]2[S:63][N:62]=[C:61]([CH3:60])[CH:65]=2)[CH:3]=1. The catalyst class is: 584. (3) Reactant: [C:1](Cl)(=[O:4])[CH2:2][CH3:3].[NH2:6][C:7]1[CH:14]=[C:13]([C:15]2[CH:16]=[CH:17][C:18]3[O:22][C:21]([C:27]4[CH:32]=[C:31]([Cl:33])[CH:30]=[C:29]([Cl:34])[CH:28]=4)([C:23]([F:26])([F:25])[F:24])[CH2:20][C:19]=3[CH:35]=2)[CH:12]=[CH:11][C:8]=1[C:9]#[N:10].C(=O)([O-])[O-].[K+].[K+].O. Product: [C:9]([C:8]1[CH:11]=[CH:12][C:13]([C:15]2[CH:16]=[CH:17][C:18]3[O:22][C:21]([C:27]4[CH:28]=[C:29]([Cl:34])[CH:30]=[C:31]([Cl:33])[CH:32]=4)([C:23]([F:26])([F:24])[F:25])[CH2:20][C:19]=3[CH:35]=2)=[CH:14][C:7]=1[NH:6][C:1](=[O:4])[CH2:2][CH3:3])#[N:10]. The catalyst class is: 21.